From a dataset of Catalyst prediction with 721,799 reactions and 888 catalyst types from USPTO. Predict which catalyst facilitates the given reaction. (1) Reactant: [CH3:1][C:2]1[C:7]([OH:8])=[CH:6][CH:5]=[CH:4][N:3]=1.[H-].[Na+].Br[C:12]1[CH:13]=[C:14]([N+]([O-])=O)[C:15]([C:18]#[N:19])=[N:16][CH:17]=1.[C:23]1([SH:29])[CH:28]=[CH:27][CH:26]=[CH:25][CH:24]=1. Product: [C:23]1([S:29][C:12]2[CH:13]=[C:14]([O:8][C:7]3[C:2]([CH3:1])=[N:3][CH:4]=[CH:5][CH:6]=3)[C:15]([C:18]#[N:19])=[N:16][CH:17]=2)[CH:28]=[CH:27][CH:26]=[CH:25][CH:24]=1. The catalyst class is: 18. (2) Reactant: Cl[C:2]1[CH:7]=[CH:6][N:5]=[C:4]([C:8]2[N:12]3[CH:13]=[CH:14][CH:15]=[CH:16][C:11]3=[N:10][C:9]=2[C:17]([F:20])([F:19])[F:18])[N:3]=1.[O:21]1[C:25]2[CH:26]=[CH:27][C:28]([NH2:30])=[CH:29][C:24]=2[O:23][CH2:22]1.CC([O-])(C)C.[K+]. Product: [O:21]1[C:25]2[CH:26]=[CH:27][C:28]([NH:30][C:2]3[CH:7]=[CH:6][N:5]=[C:4]([C:8]4[N:12]5[CH:13]=[CH:14][CH:15]=[CH:16][C:11]5=[N:10][C:9]=4[C:17]([F:20])([F:19])[F:18])[N:3]=3)=[CH:29][C:24]=2[O:23][CH2:22]1. The catalyst class is: 1. (3) Reactant: [F:1][C:2]1[CH:33]=[C:32]([F:34])[CH:31]=[CH:30][C:3]=1[O:4][C:5]1[CH:6]=[C:7]2[C:11](=[CH:12][C:13]=1[C:14]([NH:16][C@@H:17]([CH2:21]CN(C)C)[C:18](O)=[O:19])=[O:15])[N:10]([CH2:26][CH:27]([CH3:29])[CH3:28])[N:9]=[CH:8]2.[CH3:35][NH:36][CH3:37].C[CH2:39][N:40]=[C:41]=NCCCN(C)C.[CH:49]1C=CC2N(O)N=NC=2C=1.CCN(C(C)C)C(C)C. Product: [CH3:35][N:36]([CH3:49])[CH2:37][CH2:21][C@H:17]([NH:16][C:14]([C:13]1[CH:12]=[C:11]2[C:7]([CH:8]=[N:9][N:10]2[CH2:26][CH:27]([CH3:28])[CH3:29])=[CH:6][C:5]=1[O:4][C:3]1[CH:30]=[CH:31][C:32]([F:34])=[CH:33][C:2]=1[F:1])=[O:15])[C:18](=[O:19])[N:40]([CH3:41])[CH3:39]. The catalyst class is: 4. (4) Reactant: [CH:1]([C:3]1[CH:4]=[C:5]2[C:10](=[CH:11][CH:12]=1)[C:9](=[O:13])[O:8][CH:7]([CH3:14])[CH2:6]2)=[CH2:2].C1C=C(Cl)C=C(C(OO)=[O:23])C=1. Product: [CH3:14][C@@H:7]1[CH2:6][C:5]2[C:10](=[CH:11][CH:12]=[C:3]([CH:1]3[CH2:2][O:23]3)[CH:4]=2)[C:9](=[O:13])[O:8]1. The catalyst class is: 34. (5) Reactant: C([O:3][C:4](=[O:28])[CH2:5][C:6]1[CH:11]=[C:10]([Cl:12])[CH:9]=[C:8]([O:13][C:14]2[CH:19]=[CH:18][C:17]([Br:20])=[CH:16][C:15]=2[CH2:21][N:22]2[CH2:26][CH2:25][O:24][C:23]2=[O:27])[CH:7]=1)C.[OH-].[Li+]. Product: [Br:20][C:17]1[CH:18]=[CH:19][C:14]([O:13][C:8]2[CH:7]=[C:6]([CH2:5][C:4]([OH:28])=[O:3])[CH:11]=[C:10]([Cl:12])[CH:9]=2)=[C:15]([CH2:21][N:22]2[CH2:26][CH2:25][O:24][C:23]2=[O:27])[CH:16]=1. The catalyst class is: 24. (6) Reactant: O.[CH2:2]([O:9][NH:10][C@H:11]1[CH2:16][N:15](C(=O)C(F)(F)F)[C@H:14]([C:23]([O:25][C:26]([CH3:29])([CH3:28])[CH3:27])=[O:24])[CH2:13][CH2:12]1)[C:3]1[CH:8]=[CH:7][CH:6]=[CH:5][CH:4]=1.[OH-].[Na+].C(O)(=O)C. Product: [CH2:2]([O:9][NH:10][C@H:11]1[CH2:16][NH:15][C@H:14]([C:23]([O:25][C:26]([CH3:29])([CH3:28])[CH3:27])=[O:24])[CH2:13][CH2:12]1)[C:3]1[CH:4]=[CH:5][CH:6]=[CH:7][CH:8]=1. The catalyst class is: 12. (7) Reactant: [CH2:1]([O:8][C@H:9]([C@@H:12]([C@@H:21]([CH2:23][O:24][CH2:25][C:26]1[CH:31]=[CH:30][CH:29]=[CH:28][CH:27]=1)[OH:22])[O:13][CH2:14][C:15]1[CH:20]=[CH:19][CH:18]=[CH:17][CH:16]=1)[CH2:10][OH:11])[C:2]1[CH:7]=[CH:6][CH:5]=[CH:4][CH:3]=1.[Si:32](Cl)([C:45]([CH3:48])([CH3:47])[CH3:46])([C:39]1[CH:44]=[CH:43][CH:42]=[CH:41][CH:40]=1)[C:33]1[CH:38]=[CH:37][CH:36]=[CH:35][CH:34]=1. Product: [CH2:1]([O:8][C@H:9]([C@@H:12]([C@@H:21]([CH2:23][O:24][CH2:25][C:26]1[CH:27]=[CH:28][CH:29]=[CH:30][CH:31]=1)[OH:22])[O:13][CH2:14][C:15]1[CH:16]=[CH:17][CH:18]=[CH:19][CH:20]=1)[CH2:10][O:11][Si:32]([C:45]([CH3:48])([CH3:47])[CH3:46])([C:39]1[CH:40]=[CH:41][CH:42]=[CH:43][CH:44]=1)[C:33]1[CH:38]=[CH:37][CH:36]=[CH:35][CH:34]=1)[C:2]1[CH:7]=[CH:6][CH:5]=[CH:4][CH:3]=1. The catalyst class is: 17. (8) Reactant: [NH2-].[Na+].[CH3:3][O:4][C:5]1[CH:10]=[C:9]([CH3:11])[CH:8]=[CH:7][N:6]=1.Cl[CH2:13][C:14]([O-:16])=[O:15].[Na+].[Cl-].[NH4+]. Product: [CH3:3][O:4][C:5]1[CH:10]=[C:9]([CH2:11][CH2:13][C:14]([OH:16])=[O:15])[CH:8]=[CH:7][N:6]=1. The catalyst class is: 328. (9) Reactant: [C:1]([C:4]1[CH:12]=[CH:11][C:7]([C:8](O)=[O:9])=[CH:6][CH:5]=1)(=[O:3])[CH3:2].C(N1C=CN=C1)([N:15]1C=CN=C1)=O.N. Product: [C:1]([C:4]1[CH:12]=[CH:11][C:7]([C:8]([NH2:15])=[O:9])=[CH:6][CH:5]=1)(=[O:3])[CH3:2]. The catalyst class is: 7.